This data is from Full USPTO retrosynthesis dataset with 1.9M reactions from patents (1976-2016). The task is: Predict the reactants needed to synthesize the given product. Given the product [C:21]([O:20][C@H:19]1[C@@H:18]([O:29][C:30](=[O:37])[C:31]2[CH:36]=[CH:35][CH:34]=[CH:33][CH:32]=2)[C@@H:17]([CH2:38][O:39][C:40](=[O:47])[C:41]2[CH:46]=[CH:45][CH:44]=[CH:43][CH:42]=2)[O:16][C@@H:6]([O:7][C:8]2[CH:13]=[CH:12][C:11]([O:14][CH3:15])=[CH:10][CH:9]=2)[C@@H:5]1[OH:4])(=[O:28])[C:22]1[CH:23]=[CH:24][CH:25]=[CH:26][CH:27]=1, predict the reactants needed to synthesize it. The reactants are: C([O:4][C@@H:5]1[C@@H:19]([O:20][C:21](=[O:28])[C:22]2[CH:27]=[CH:26][CH:25]=[CH:24][CH:23]=2)[C@@H:18]([O:29][C:30](=[O:37])[C:31]2[CH:36]=[CH:35][CH:34]=[CH:33][CH:32]=2)[C@@H:17]([CH2:38][O:39][C:40](=[O:47])[C:41]2[CH:46]=[CH:45][CH:44]=[CH:43][CH:42]=2)[O:16][C@H:6]1[O:7][C:8]1[CH:13]=[CH:12][C:11]([O:14][CH3:15])=[CH:10][CH:9]=1)C=C.